This data is from Reaction yield outcomes from USPTO patents with 853,638 reactions. The task is: Predict the reaction yield, written as a fraction of the theoretical maximum amount of product (1.0 means a 100% yield; for example, 0.34 means a 34% yield). (1) The product is [CH2:1]([O:8][C:9]1[C:10]2[CH:11]=[C:27]([C:28](=[O:30])[CH3:29])[O:19][C:13]=2[CH:14]=[C:15]([O:17][CH3:18])[CH:16]=1)[C:2]1[CH:7]=[CH:6][CH:5]=[CH:4][CH:3]=1. The yield is 0.880. The reactants are [CH2:1]([O:8][C:9]1[CH:16]=[C:15]([O:17][CH3:18])[CH:14]=[C:13]([OH:19])[C:10]=1[CH:11]=O)[C:2]1[CH:7]=[CH:6][CH:5]=[CH:4][CH:3]=1.C(=O)([O-])[O-].[Cs+].[Cs+].Cl[CH2:27][C:28](=[O:30])[CH3:29].O1C2C=CC=CC=2C=C1. The catalyst is CN(C)C=O.O1CCCC1.C(OCC)(=O)C.O.C1(C)C=CC(S(O)(=O)=O)=CC=1. (2) The reactants are [OH:1][C:2]1[CH:3]=[N:4][CH:5]=[CH:6][CH:7]=1.[H-].[Na+].[Cl:10][CH2:11][CH2:12][CH2:13]I.O. The catalyst is CN(C)C=O.[Na+].[Cl-]. The product is [Cl:10][CH2:11][CH2:12][CH2:13][O:1][C:2]1[CH:3]=[N:4][CH:5]=[CH:6][CH:7]=1. The yield is 0.873. (3) The product is [CH2:35]([N:42]1[CH:47]([CH3:48])[CH2:46][O:45][C@@H:44](/[CH:49]=[CH:7]/[C:6]2[CH:5]=[CH:4][C:3]([F:2])=[CH:28][CH:27]=2)[CH2:43]1)[C:36]1[CH:37]=[CH:38][CH:39]=[CH:40][CH:41]=1. The catalyst is C1COCC1. The yield is 0.330. The reactants are [Br-].[F:2][C:3]1[CH:28]=[CH:27][C:6]([CH2:7][P+](C2C=CC=CC=2)(C2C=CC=CC=2)C2C=CC=CC=2)=[CH:5][CH:4]=1.C(O[K])(C)(C)C.[CH2:35]([N:42]1[CH:47]([CH3:48])[CH2:46][O:45][C@H:44]([CH:49]=O)[CH2:43]1)[C:36]1[CH:41]=[CH:40][CH:39]=[CH:38][CH:37]=1. (4) The reactants are [N:1]1[CH:6]=[CH:5][CH:4]=[CH:3][C:2]=1[CH2:7][NH2:8].C(N(CC)C(C)C)(C)C.Cl[C:19](=[O:25])[C:20]([O:22][CH2:23][CH3:24])=[O:21]. The catalyst is ClCCl. The product is [O:25]=[C:19]([NH:8][CH2:7][C:2]1[CH:3]=[CH:4][CH:5]=[CH:6][N:1]=1)[C:20]([O:22][CH2:23][CH3:24])=[O:21]. The yield is 0.620.